From a dataset of Catalyst prediction with 721,799 reactions and 888 catalyst types from USPTO. Predict which catalyst facilitates the given reaction. (1) Reactant: C(N1[CH:12]=[CH:11]N=C1)(N1C=CN=C1)=O.[CH2:13]([OH:20])[C:14]1[CH:19]=[CH:18][CH:17]=[CH:16][CH:15]=1. Product: [CH2:13]([O:20][C:13]([CH:14]1[CH2:19][C:11](=[CH2:12])[CH2:15]1)=[O:20])[C:14]1[CH:19]=[CH:18][CH:17]=[CH:16][CH:15]=1. The catalyst class is: 698. (2) Reactant: [Cl:1][C:2]1[CH:10]=[C:9]([C:11]([NH:13][CH:14]([C:16]2[NH:20][C:19]3[CH:21]=[CH:22][C:23]([Cl:25])=[CH:24][C:18]=3[N:17]=2)[CH3:15])=[O:12])[CH:8]=[CH:7][C:3]=1[C:4]([OH:6])=O.[CH3:26][CH:27]1[CH2:31][CH2:30][CH:29]([CH3:32])[NH:28]1.C(N(C(C)C)CC)(C)C.ClCl. Product: [Cl:1][C:2]1[CH:10]=[C:9]([CH:8]=[CH:7][C:3]=1[C:4]([N:28]1[CH:29]([CH3:32])[CH2:30][CH2:31][CH:27]1[CH3:26])=[O:6])[C:11]([NH:13][CH:14]([C:16]1[NH:20][C:19]2[CH:21]=[CH:22][C:23]([Cl:25])=[CH:24][C:18]=2[N:17]=1)[CH3:15])=[O:12]. The catalyst class is: 16. (3) Reactant: [OH:1][C:2]1[CH:7]=[CH:6][C:5]([N:8]2[C:13](=[O:14])[C:12]([CH2:15][C:16]3[CH:21]=[CH:20][C:19]([C:22]4[C:23]([C:28]#[N:29])=[CH:24][CH:25]=[CH:26][CH:27]=4)=[CH:18][CH:17]=3)=[C:11]([CH2:30][CH2:31][CH3:32])[N:10]=[C:9]2[CH3:33])=[CH:4][CH:3]=1.Br[CH2:35][CH:36]1[CH2:38][CH2:37]1.C(=O)([O-])[O-].[Cs+].[Cs+].C(OCC)(=O)C. Product: [CH:36]1([CH2:35][O:1][C:2]2[CH:3]=[CH:4][C:5]([N:8]3[C:13](=[O:14])[C:12]([CH2:15][C:16]4[CH:21]=[CH:20][C:19]([C:22]5[C:23]([C:28]#[N:29])=[CH:24][CH:25]=[CH:26][CH:27]=5)=[CH:18][CH:17]=4)=[C:11]([CH2:30][CH2:31][CH3:32])[N:10]=[C:9]3[CH3:33])=[CH:6][CH:7]=2)[CH2:38][CH2:37]1. The catalyst class is: 35. (4) Reactant: [F:1][C:2]([F:7])([F:6])[CH:3]([OH:5])[CH3:4].C(N(CC)CC)C.[CH2:15]=[C:16]1[O:20][C:18](=[O:19])[CH2:17]1. Product: [O:20]=[C:16]([CH3:15])[CH2:17][C:18]([O:5][CH:3]([CH3:4])[C:2]([F:7])([F:6])[F:1])=[O:19]. The catalyst class is: 7. (5) Reactant: [F:1][CH:2]([CH2:27][CH3:28])[CH2:3][N:4]1[CH2:9][CH2:8][CH:7]([CH2:10][O:11][C:12]2[CH:17]=[CH:16][C:15]([C:18]3[CH:23]=[CH:22][C:21]([C:24](O)=[O:25])=[CH:20][CH:19]=3)=[CH:14][CH:13]=2)[CH2:6][CH2:5]1.[NH:29]1[CH2:34][CH2:33][CH2:32][CH:31]([OH:35])[CH2:30]1.C1CN([P+](ON2N=NC3C=CC=CC2=3)(N2CCCC2)N2CCCC2)CC1.F[P-](F)(F)(F)(F)F.CCN(C(C)C)C(C)C. Product: [F:1][CH:2]([CH2:27][CH3:28])[CH2:3][N:4]1[CH2:9][CH2:8][CH:7]([CH2:10][O:11][C:12]2[CH:17]=[CH:16][C:15]([C:18]3[CH:23]=[CH:22][C:21]([C:24]([N:29]4[CH2:34][CH2:33][CH2:32][CH:31]([OH:35])[CH2:30]4)=[O:25])=[CH:20][CH:19]=3)=[CH:14][CH:13]=2)[CH2:6][CH2:5]1. The catalyst class is: 34. (6) Reactant: C(N(CC)CC)C.C(O)=O.[C:11]([O:15][C:16]([C:18]1[CH:48]=[CH:47][C:21]([CH2:22][C:23]([CH2:36][CH2:37][C:38]2([CH2:41][C:42]([O:44][CH2:45][CH3:46])=[O:43])[CH2:40][CH2:39]2)(C(OCC=C)=O)[C:24]([O:26]CC=C)=[O:25])=[CH:20][CH:19]=1)=[O:17])([CH3:14])([CH3:13])[CH3:12].C1(P(C2C=CC=CC=2)C2C=CC=CC=2)C=CC=CC=1. Product: [C:11]([O:15][C:16]([C:18]1[CH:48]=[CH:47][C:21]([CH2:22][CH:23]([CH2:36][CH2:37][C:38]2([CH2:41][C:42]([O:44][CH2:45][CH3:46])=[O:43])[CH2:40][CH2:39]2)[C:24]([OH:26])=[O:25])=[CH:20][CH:19]=1)=[O:17])([CH3:13])([CH3:12])[CH3:14]. The catalyst class is: 160. (7) Reactant: [C:1]1([S:7]([N:10]2[C:18]3[C:13](=[CH:14][C:15]([O:19][CH2:20][CH2:21][NH2:22])=[CH:16][CH:17]=3)[CH:12]=[CH:11]2)(=[O:9])=[O:8])[CH:6]=[CH:5][CH:4]=[CH:3][CH:2]=1.C(N(CC)CC)C.[C:30](Cl)(=[O:32])[CH3:31]. Product: [C:1]1([S:7]([N:10]2[C:18]3[C:13](=[CH:14][C:15]([O:19][CH2:20][CH2:21][NH:22][C:30](=[O:32])[CH3:31])=[CH:16][CH:17]=3)[CH:12]=[CH:11]2)(=[O:9])=[O:8])[CH:2]=[CH:3][CH:4]=[CH:5][CH:6]=1. The catalyst class is: 172. (8) Reactant: [NH2:1][C:2]1[C:6]2[CH:7]=[N:8][C:9]3[CH:10]=[C:11]([O:17][CH3:18])[C:12]([O:15][CH3:16])=[CH:13][C:14]=3[C:5]=2[S:4](=O)[C:3]=1[C:20]([O:22][CH3:23])=[O:21].[Br:24][CH2:25][C:26]([O:28][CH3:29])=[O:27].CC([O-])=O.[Na+].CCO. Product: [Br-:24].[NH2:1][C:2]1[C:6]2[CH:7]=[N+:8]([CH2:25][C:26]([O:28][CH3:29])=[O:27])[C:9]3[CH:10]=[C:11]([O:17][CH3:18])[C:12]([O:15][CH3:16])=[CH:13][C:14]=3[C:5]=2[S:4][C:3]=1[C:20]([O:22][CH3:23])=[O:21]. The catalyst class is: 6.